This data is from Forward reaction prediction with 1.9M reactions from USPTO patents (1976-2016). The task is: Predict the product of the given reaction. (1) The product is: [Cl:1][C:2]1[CH:3]=[C:4]([N:10]2[C:14]([CH3:15])=[C:13]([O:16][C:17]3[CH:18]=[CH:19][C:20]([C:21]([N:38]([CH2:39][CH2:40][OH:41])[CH3:32])=[O:23])=[CH:24][CH:25]=3)[C:12]([CH3:26])=[N:11]2)[CH:5]=[CH:6][C:7]=1[C:8]#[N:9]. Given the reactants [Cl:1][C:2]1[CH:3]=[C:4]([N:10]2[C:14]([CH3:15])=[C:13]([O:16][C:17]3[CH:25]=[CH:24][C:20]([C:21]([OH:23])=O)=[CH:19][CH:18]=3)[C:12]([CH3:26])=[N:11]2)[CH:5]=[CH:6][C:7]=1[C:8]#[N:9].[Cl-].COC1N=C(OC)N=[C:32]([N+:38]2(C)CC[O:41][CH2:40][CH2:39]2)N=1.CNCCO, predict the reaction product. (2) Given the reactants Cl[C:2]1[N:3]=[C:4]([N:13]2[CH2:18][CH2:17][N:16]([C:19](=[O:27])[CH2:20][C:21]3[CH:26]=[CH:25][CH:24]=[CH:23][CH:22]=3)[CH2:15][CH2:14]2)[C:5]2[CH:10]=[C:9]([CH2:11][CH3:12])[S:8][C:6]=2[N:7]=1.Cl.[CH3:29][O:30][C:31](=[O:36])[C@H:32]([CH2:34][SH:35])[NH2:33], predict the reaction product. The product is: [CH2:11]([C:9]1[S:8][C:6]2[N:7]=[C:2]([S:35][CH2:34][C@@H:32]([C:31]([O:30][CH3:29])=[O:36])[NH2:33])[N:3]=[C:4]([N:13]3[CH2:18][CH2:17][N:16]([C:19](=[O:27])[CH2:20][C:21]4[CH:26]=[CH:25][CH:24]=[CH:23][CH:22]=4)[CH2:15][CH2:14]3)[C:5]=2[CH:10]=1)[CH3:12]. (3) Given the reactants Cl[CH2:2][CH2:3][C:4]([C:9]1[CH:14]=[CH:13][C:12]([F:15])=[CH:11][CH:10]=1)([OH:8])[CH2:5][CH:6]=[CH2:7].[NH2:16][C@H:17]1[CH2:22][CH2:21][CH2:20][N:19]([C:23]([O:25][C:26]([CH3:29])([CH3:28])[CH3:27])=[O:24])[CH2:18]1.C([O-])([O-])=O.[K+].[K+], predict the reaction product. The product is: [C:26]([O:25][C:23]([N:19]1[CH2:20][CH2:21][CH2:22][C@H:17]([NH:16][CH2:2][CH2:3][C:4]([C:9]2[CH:14]=[CH:13][C:12]([F:15])=[CH:11][CH:10]=2)([OH:8])[CH2:5][CH:6]=[CH2:7])[CH2:18]1)=[O:24])([CH3:29])([CH3:27])[CH3:28]. (4) The product is: [CH2:25]([N:5]([CH2:1][CH2:2][CH2:3][CH3:4])[C:6]1[CH:11]=[CH:10][C:9]([CH:12]=[CH:13][CH:14]=[CH:15][C:16]2[S:20][C:19]([CH:21]=[CH:36][C:35]3[C:34]([C:41]4[CH:46]=[CH:45][CH:44]=[CH:43][CH:42]=4)([C:37]([F:40])([F:38])[F:39])[O:33][C:32](=[C:47]([C:50]#[N:51])[C:48]#[N:49])[C:31]=3[C:29]#[N:30])=[CH:18][CH:17]=2)=[C:8]([O:23][CH3:24])[CH:7]=1)[CH2:26][CH2:27][CH3:28]. Given the reactants [CH2:1]([N:5]([CH2:25][CH2:26][CH2:27][CH3:28])[C:6]1[CH:11]=[CH:10][C:9]([CH:12]=[CH:13][CH:14]=[CH:15][C:16]2[S:20][C:19]([CH:21]=O)=[CH:18][CH:17]=2)=[C:8]([O:23][CH3:24])[CH:7]=1)[CH2:2][CH2:3][CH3:4].[C:29]([C:31]1[C:32](=[C:47]([C:50]#[N:51])[C:48]#[N:49])[O:33][C:34]([C:41]2[CH:46]=[CH:45][CH:44]=[CH:43][CH:42]=2)([C:37]([F:40])([F:39])[F:38])[C:35]=1[CH3:36])#[N:30], predict the reaction product. (5) Given the reactants [OH:1][C:2]1[CH:6]([C:7]2[CH:12]=[CH:11][CH:10]=[CH:9][CH:8]=2)[CH2:5][C:4](=[O:13])[CH:3]=1.[CH:14](=O)[C:15]1[CH:20]=[CH:19][CH:18]=[CH:17][CH:16]=1.[CH3:22][C:23]1[C:31]2[C:26](=[CH:27][CH:28]=[CH:29][CH:30]=2)[NH:25][CH:24]=1, predict the reaction product. The product is: [OH:1][C:2]1[CH:6]([C:7]2[CH:12]=[CH:11][CH:10]=[CH:9][CH:8]=2)[CH2:5][C:4](=[O:13])[C:3]=1[CH:14]([C:24]1[NH:25][C:26]2[C:31]([C:23]=1[CH3:22])=[CH:30][CH:29]=[CH:28][CH:27]=2)[C:15]1[CH:20]=[CH:19][CH:18]=[CH:17][CH:16]=1. (6) Given the reactants Cl[C:2]1[CH:11]=[CH:10][C:9]2[C:4](=[C:5]([C:12]3[NH:20][C:19]4[CH2:18][CH2:17][NH:16][C:15](=[O:21])[C:14]=4[CH:13]=3)[CH:6]=[CH:7][CH:8]=2)[N:3]=1.[NH2:22][C@@H:23]1[CH2:28][CH2:27][CH2:26][N:25]([C:29]([O:31][C:32]([CH3:35])([CH3:34])[CH3:33])=[O:30])[CH2:24]1, predict the reaction product. The product is: [O:21]=[C:15]1[C:14]2[CH:13]=[C:12]([C:5]3[CH:6]=[CH:7][CH:8]=[C:9]4[C:4]=3[N:3]=[C:2]([NH:22][C@@H:23]3[CH2:28][CH2:27][CH2:26][N:25]([C:29]([O:31][C:32]([CH3:35])([CH3:34])[CH3:33])=[O:30])[CH2:24]3)[CH:11]=[CH:10]4)[NH:20][C:19]=2[CH2:18][CH2:17][NH:16]1. (7) Given the reactants C(OC(=O)[NH:7][C:8]1[CH:13]=[C:12]([O:14][CH2:15][CH3:16])[C:11]([C:17]([F:20])([F:19])[F:18])=[CH:10][C:9]=1[NH:21][C:22](=[O:44])[CH2:23][C:24]([C:26]1[CH:31]=[CH:30][CH:29]=[C:28]([C:32]2[CH:37]=[CH:36][N:35]=[C:34]([N:38]3[CH2:43][CH2:42][O:41][CH2:40][CH2:39]3)[CH:33]=2)[CH:27]=1)=O)(C)(C)C.C(O)(C(F)(F)F)=O, predict the reaction product. The product is: [CH2:15]([O:14][C:12]1[C:11]([C:17]([F:20])([F:18])[F:19])=[CH:10][C:9]2[NH:21][C:22](=[O:44])[CH2:23][C:24]([C:26]3[CH:31]=[CH:30][CH:29]=[C:28]([C:32]4[CH:37]=[CH:36][N:35]=[C:34]([N:38]5[CH2:43][CH2:42][O:41][CH2:40][CH2:39]5)[CH:33]=4)[CH:27]=3)=[N:7][C:8]=2[CH:13]=1)[CH3:16]. (8) Given the reactants [CH:1]([C:3]1[CH:21]=[CH:20][C:6]([O:7][C:8]2[CH:17]=[CH:16][CH:15]=[C:14]([O:18][CH3:19])[C:9]=2[C:10]([O:12][CH3:13])=[O:11])=[CH:5][CH:4]=1)=[O:2].O[CH2:23][C:24]1[CH:29]=[CH:28][C:27]([C:30]2[S:34](=[O:36])(=[O:35])[NH:33][C:32](=[O:37])[CH:31]=2)=[CH:26][CH:25]=1.C([SiH](CC)CC)C, predict the reaction product. The product is: [O:35]=[S:34]1(=[O:36])[C:30]([C:27]2[CH:28]=[CH:29][C:24]([CH2:23][O:2][CH2:1][C:3]3[CH:21]=[CH:20][C:6]([O:7][C:8]4[CH:17]=[CH:16][CH:15]=[C:14]([O:18][CH3:19])[C:9]=4[C:10]([O:12][CH3:13])=[O:11])=[CH:5][CH:4]=3)=[CH:25][CH:26]=2)=[CH:31][C:32](=[O:37])[NH:33]1. (9) Given the reactants [C:1]1([C:7]([C:19]2[CH:24]=[CH:23][CH:22]=[CH:21][CH:20]=2)([C:13]2[CH:18]=[CH:17][CH:16]=[CH:15][CH:14]=2)[O:8][CH2:9][C@H:10]([OH:12])[CH3:11])[CH:6]=[CH:5][CH:4]=[CH:3][CH:2]=1.[Cl:25][C:26]1[CH:31]=[C:30](Cl)[N:29]=[C:28]([S:33][CH2:34][C:35]2[CH:40]=[CH:39][CH:38]=[C:37]([F:41])[C:36]=2[F:42])[N:27]=1.[H-].[Na+], predict the reaction product. The product is: [Cl:25][C:26]1[CH:31]=[C:30]([O:12][C@H:10]([CH3:11])[CH2:9][O:8][C:7]([C:19]2[CH:24]=[CH:23][CH:22]=[CH:21][CH:20]=2)([C:13]2[CH:14]=[CH:15][CH:16]=[CH:17][CH:18]=2)[C:1]2[CH:2]=[CH:3][CH:4]=[CH:5][CH:6]=2)[N:29]=[C:28]([S:33][CH2:34][C:35]2[CH:40]=[CH:39][CH:38]=[C:37]([F:41])[C:36]=2[F:42])[N:27]=1. (10) Given the reactants COC1C=C(OC)C=CC=1C[N:6]1[C:15]2[C:10](=[N:11][CH:12]=[C:13]([CH3:16])[N:14]=2)[N:9]([C:17]([NH:19][CH:20]([C:23]2[CH:28]=[CH:27][C:26]([O:29][C:30]([F:33])([F:32])[F:31])=[CH:25][CH:24]=2)[CH2:21][CH3:22])=[O:18])[CH2:8][C:7]1=[O:34].FC(F)(F)C(O)=O.[OH-].[Na+], predict the reaction product. The product is: [CH3:16][C:13]1[N:14]=[C:15]2[NH:6][C:7](=[O:34])[CH2:8][N:9]([C:17]([NH:19][CH:20]([C:23]3[CH:28]=[CH:27][C:26]([O:29][C:30]([F:31])([F:33])[F:32])=[CH:25][CH:24]=3)[CH2:21][CH3:22])=[O:18])[C:10]2=[N:11][CH:12]=1.